From a dataset of Full USPTO retrosynthesis dataset with 1.9M reactions from patents (1976-2016). Predict the reactants needed to synthesize the given product. (1) Given the product [CH2:1]([O:3][C:4]([C:6]1[N:11]=[CH:10][C:9]2[CH:12]=[C:13]([C:18]#[N:19])[S:14][C:8]=2[C:7]=1[OH:16])=[O:5])[CH3:2], predict the reactants needed to synthesize it. The reactants are: [CH2:1]([O:3][C:4]([C:6]1[N:11]=[CH:10][C:9]2[CH:12]=[C:13](Br)[S:14][C:8]=2[C:7]=1[OH:16])=[O:5])[CH3:2].[Cu][C:18]#[N:19]. (2) Given the product [CH2:1]([O:3][C:4]([C:5]1[C:6]2[CH:17]=[CH:18][NH:19][C:7]=2[CH:8]=[C:9]([NH2:11])[CH:10]=1)=[O:22])[CH3:2], predict the reactants needed to synthesize it. The reactants are: [CH2:1]([O:3][C:4](=[O:22])[C:5]1[CH:10]=[C:9]([N+:11]([O-])=O)[CH:8]=[C:7]([N+]([O-])=O)[C:6]=1[CH:17]=[CH:18][N:19](C)C)[CH3:2].Cl[Sn]Cl. (3) Given the product [CH:14]([C:2]1[CH:3]=[C:4]([CH2:8][C:9]([O:11][CH2:12][CH3:13])=[O:10])[CH:5]=[CH:6][CH:7]=1)=[CH2:15], predict the reactants needed to synthesize it. The reactants are: Br[C:2]1[CH:3]=[C:4]([CH2:8][C:9]([O:11][CH2:12][CH3:13])=[O:10])[CH:5]=[CH:6][CH:7]=1.[CH2:14]([Sn](CCCC)(CCCC)C=C)[CH2:15]CC.CCOC(C)=O. (4) The reactants are: Br[C:2]1[N:6]2[C:7]3[C:12]([N:13]=[C:14]([CH3:15])[C:5]2=[C:4]([CH3:17])[N:3]=1)=[CH:11][CH:10]=[C:9]([F:16])[CH:8]=3.[F:18][C:19]([F:30])([F:29])[C:20]1[CH:25]=[CH:24][CH:23]=[CH:22][C:21]=1B(O)O.C([O-])([O-])=O.[K+].[K+]. Given the product [F:16][C:9]1[CH:8]=[C:7]2[C:12]([N:13]=[C:14]([CH3:15])[C:5]3[N:6]2[C:2]([C:21]2[CH:22]=[CH:23][CH:24]=[CH:25][C:20]=2[C:19]([F:30])([F:29])[F:18])=[N:3][C:4]=3[CH3:17])=[CH:11][CH:10]=1, predict the reactants needed to synthesize it. (5) Given the product [ClH:1].[Cl:1][C:2]1[CH:3]=[C:4]([CH:33]=[C:34]([Cl:36])[CH:35]=1)[O:5][C:6]1[CH:11]=[CH:10][C:9]([C:12]([N:14]([CH3:15])[CH3:16])=[O:13])=[CH:8][C:7]=1[S:17]([N:20]1[CH2:21][CH2:22][NH:23][CH2:24][CH2:25]1)(=[O:18])=[O:19], predict the reactants needed to synthesize it. The reactants are: [Cl:1][C:2]1[CH:3]=[C:4]([CH:33]=[C:34]([Cl:36])[CH:35]=1)[O:5][C:6]1[CH:11]=[CH:10][C:9]([C:12]([N:14]([CH3:16])[CH3:15])=[O:13])=[CH:8][C:7]=1[S:17]([N:20]1[CH2:25][CH2:24][N:23](C(OC(C)(C)C)=O)[CH2:22][CH2:21]1)(=[O:19])=[O:18].Cl.O1CCOCC1. (6) The reactants are: [Cl:1][C:2]1[CH:7]=[CH:6][CH:5]=[C:4]([F:8])[C:3]=1[C:9]1[C:10]([Cl:17])=[N:11][C:12](Cl)=[CH:13][C:14]=1[Cl:15].C([Sn](CCCC)(CCCC)[C:23]1[N:28]=[CH:27][CH:26]=[CH:25][N:24]=1)CCC. Given the product [Cl:1][C:2]1[CH:7]=[CH:6][CH:5]=[C:4]([F:8])[C:3]=1[C:9]1[C:10]([Cl:17])=[N:11][C:12]([C:23]2[N:28]=[CH:27][CH:26]=[CH:25][N:24]=2)=[CH:13][C:14]=1[Cl:15], predict the reactants needed to synthesize it.